Task: Regression. Given a peptide amino acid sequence and an MHC pseudo amino acid sequence, predict their binding affinity value. This is MHC class I binding data.. Dataset: Peptide-MHC class I binding affinity with 185,985 pairs from IEDB/IMGT The MHC is HLA-B58:01 with pseudo-sequence HLA-B58:01. The peptide sequence is RPVSPGKDI. The binding affinity (normalized) is 0.0847.